This data is from Catalyst prediction with 721,799 reactions and 888 catalyst types from USPTO. The task is: Predict which catalyst facilitates the given reaction. (1) Reactant: [NH:1]1[C:9]2[C:4](=[CH:5][CH:6]=[CH:7][C:8]=2[C:10]([OH:12])=O)[CH:3]=[CH:2]1.CN(C(ON1N=NC2C=CC=CC1=2)=[N+](C)C)C.[B-](F)(F)(F)F.C(N(CC)C(C)C)(C)C.[C:44]([C:48]1[CH:60]=[CH:59][C:51]([CH2:52][NH:53][CH2:54][CH2:55][CH2:56][CH:57]=[CH2:58])=[CH:50][CH:49]=1)([CH3:47])([CH3:46])[CH3:45]. Product: [C:44]([C:48]1[CH:49]=[CH:50][C:51]([CH2:52][N:53]([CH2:54][CH2:55][CH2:56][CH:57]=[CH2:58])[C:10]([C:8]2[CH:7]=[CH:6][CH:5]=[C:4]3[C:9]=2[NH:1][CH:2]=[CH:3]3)=[O:12])=[CH:59][CH:60]=1)([CH3:47])([CH3:45])[CH3:46]. The catalyst class is: 18. (2) Reactant: [Cl:1][C:2]1[CH:3]=[C:4]([C@@H:8]([OH:29])[CH2:9][NH:10][CH2:11][CH2:12][C:13]2[CH:18]=[CH:17][C:16]([S:19]([C:22]3[CH:27]=[CH:26][C:25]([OH:28])=[CH:24][CH:23]=3)(=[O:21])=[O:20])=[CH:15][CH:14]=2)[CH:5]=[CH:6][CH:7]=1.[C:30](O[C:30]([O:32][C:33]([CH3:36])([CH3:35])[CH3:34])=[O:31])([O:32][C:33]([CH3:36])([CH3:35])[CH3:34])=[O:31].O. Product: [Cl:1][C:2]1[CH:3]=[C:4]([C@@H:8]([OH:29])[CH2:9][N:10]([CH2:11][CH2:12][C:13]2[CH:18]=[CH:17][C:16]([S:19]([C:22]3[CH:23]=[CH:24][C:25]([OH:28])=[CH:26][CH:27]=3)(=[O:20])=[O:21])=[CH:15][CH:14]=2)[C:30](=[O:31])[O:32][C:33]([CH3:36])([CH3:35])[CH3:34])[CH:5]=[CH:6][CH:7]=1. The catalyst class is: 7. (3) Reactant: [F:1][C:2]([F:22])([C:6]([F:21])([F:20])[C:7]([F:19])([F:18])[C:8]([F:17])([F:16])[C:9]([F:15])([F:14])[C:10]([F:13])([F:12])[F:11])[CH2:3][CH2:4][SH:5].CC[O-].[Na+].Cl[CH2:28][CH:29]=[CH:30][CH2:31][OH:32]. Product: [F:1][C:2]([F:22])([C:6]([F:20])([F:21])[C:7]([F:18])([F:19])[C:8]([F:16])([F:17])[C:9]([F:14])([F:15])[C:10]([F:13])([F:12])[F:11])[CH2:3][CH2:4][S:5][CH2:28][CH:29]=[CH:30][CH2:31][OH:32]. The catalyst class is: 14. (4) The catalyst class is: 1. Reactant: [C:1]([O:5][C:6]([N:8]1[C:16]2[C:11](=[CH:12][C:13]([N:17]3[CH2:22][CH2:21][N:20]([CH2:23][CH2:24][O:25][Si](C(C)(C)C)(C)C)[CH2:19][CH2:18]3)=[CH:14][CH:15]=2)[CH:10]=[CH:9]1)=[O:7])([CH3:4])([CH3:3])[CH3:2]. Product: [C:1]([O:5][C:6]([N:8]1[C:16]2[C:11](=[CH:12][C:13]([N:17]3[CH2:22][CH2:21][N:20]([CH2:23][CH2:24][OH:25])[CH2:19][CH2:18]3)=[CH:14][CH:15]=2)[CH:10]=[CH:9]1)=[O:7])([CH3:4])([CH3:3])[CH3:2]. (5) Reactant: C[O:2][C:3]([C:5]1[C:6]([O:20][CH3:21])=[C:7]2[C:12](=[C:13]([O:17][CH3:18])[C:14]=1[O:15][CH3:16])[CH:11]1[CH2:19][CH:8]2[CH:9]=[CH:10]1)=[O:4].[OH-].[Na+]. Product: [CH3:21][O:20][C:6]1[C:5]([C:3]([OH:4])=[O:2])=[C:14]([O:15][CH3:16])[C:13]([O:17][CH3:18])=[C:12]2[C:7]=1[CH:8]1[CH2:19][CH:11]2[CH:10]=[CH:9]1. The catalyst class is: 5.